Dataset: Full USPTO retrosynthesis dataset with 1.9M reactions from patents (1976-2016). Task: Predict the reactants needed to synthesize the given product. (1) Given the product [NH:21]1[C:29]2[C:24](=[CH:25][CH:26]=[CH:27][CH:28]=2)[CH:23]=[C:22]1[CH2:30][NH:31][C:32]([C:34]1([CH2:40][NH2:41])[CH2:35][CH2:36][N:37]([C:18]2[N:17]=[CH:16][N:15]=[C:14]3[NH:13][N:12]=[C:11]([Br:10])[C:19]=23)[CH2:38][CH2:39]1)=[O:33], predict the reactants needed to synthesize it. The reactants are: C(N(C(C)C)C(C)C)C.[Br:10][C:11]1[C:19]2[C:14](=[N:15][CH:16]=[N:17][C:18]=2Cl)[NH:13][N:12]=1.[NH:21]1[C:29]2[C:24](=[CH:25][CH:26]=[CH:27][CH:28]=2)[CH:23]=[C:22]1[CH2:30][NH:31][C:32]([C:34]1([CH2:40][NH2:41])[CH2:39][CH2:38][NH:37][CH2:36][CH2:35]1)=[O:33]. (2) The reactants are: [OH:1][C@H:2]([CH2:8][CH2:9][CH2:10][CH2:11][CH2:12][CH2:13][CH2:14][CH2:15][CH2:16][CH2:17][CH2:18][CH2:19][CH3:20])[CH2:3][C:4]([O:6][CH3:7])=[O:5].C(N(CC)CC)C.[CH3:28][S:29](Cl)(=[O:31])=[O:30].Cl. Given the product [CH3:28][S:29]([O:1][C@H:2]([CH2:8][CH2:9][CH2:10][CH2:11][CH2:12][CH2:13][CH2:14][CH2:15][CH2:16][CH2:17][CH2:18][CH2:19][CH3:20])[CH2:3][C:4]([O:6][CH3:7])=[O:5])(=[O:31])=[O:30], predict the reactants needed to synthesize it. (3) Given the product [F:1][C:2]1[N:7]=[C:6]([NH2:8])[CH:5]=[CH:4][C:3]=1[CH2:18][C:19]1[C:27]2[CH:26]=[N:25][CH:24]=[N:23][C:22]=2[NH:21][CH:20]=1, predict the reactants needed to synthesize it. The reactants are: [F:1][C:2]1[N:7]=[C:6]([NH:8]CC2C=CC(OC)=CC=2)[CH:5]=[CH:4][C:3]=1[CH2:18][C:19]1[C:27]2[CH:26]=[N:25][CH:24]=[N:23][C:22]=2[NH:21][CH:20]=1.FC(F)(F)C(O)=O. (4) Given the product [CH3:1][S:2]([C:5]1[N:10]=[CH:9][C:8]([NH:11][C@H:12]2[CH2:16][CH2:15][N:14]([CH:17]3[CH2:22][CH2:21][NH:20][CH2:19][CH2:18]3)[C:13]2=[O:33])=[CH:7][CH:6]=1)(=[O:3])=[O:4], predict the reactants needed to synthesize it. The reactants are: [CH3:1][S:2]([C:5]1[N:10]=[CH:9][C:8]([NH:11][C@H:12]2[CH2:16][CH2:15][N:14]([CH:17]3[CH2:22][CH2:21][N:20](C(OCC4C=CC=CC=4)=O)[CH2:19][CH2:18]3)[C:13]2=[O:33])=[CH:7][CH:6]=1)(=[O:4])=[O:3]. (5) Given the product [Cl:1][C:2]1[CH:3]=[C:4]([CH2:9][C:10]([Cl:16])=[O:12])[CH:5]=[CH:6][C:7]=1[Cl:8], predict the reactants needed to synthesize it. The reactants are: [Cl:1][C:2]1[CH:3]=[C:4]([CH2:9][C:10]([OH:12])=O)[CH:5]=[CH:6][C:7]=1[Cl:8].C(Cl)(=O)C([Cl:16])=O. (6) Given the product [CH:3]1([C:8](=[O:10])[CH2:13][C:12]#[N:14])[CH2:4][CH2:5][CH2:6][CH2:7]1, predict the reactants needed to synthesize it. The reactants are: [H-].[Na+].[CH:3]1([C:8]([O:10]C)=O)[CH2:7][CH2:6][CH2:5][CH2:4]1.[C:12](#[N:14])[CH3:13].